Dataset: Reaction yield outcomes from USPTO patents with 853,638 reactions. Task: Predict the reaction yield, written as a fraction of the theoretical maximum amount of product (1.0 means a 100% yield; for example, 0.34 means a 34% yield). The reactants are [C:1]([C@H:4]1[O:12][C@H:11]2[C@H:7]([N:8]=[C:9]([N:13]([CH3:21])[C:14](=[O:20])[O:15][C:16]([CH3:19])([CH3:18])[CH3:17])[S:10]2)[C@H:6]([F:22])[C@@H:5]1[O:23][CH2:24][C:25]1[CH:30]=[CH:29][CH:28]=[CH:27][CH:26]=1)(=[O:3])[CH3:2].[Si]([C:35]([F:38])([F:37])[F:36])(C)(C)C.CCCC[N+](CCCC)(CCCC)CCCC.[F-]. The catalyst is C1COCC1.[Cl-].[Na+].O. The product is [CH2:24]([O:23][C@@H:5]1[C@@H:4]([C@:1]([OH:3])([CH3:2])[C:35]([F:38])([F:37])[F:36])[O:12][C@H:11]2[C@H:7]([N:8]=[C:9]([N:13]([CH3:21])[C:14](=[O:20])[O:15][C:16]([CH3:17])([CH3:18])[CH3:19])[S:10]2)[C@@H:6]1[F:22])[C:25]1[CH:26]=[CH:27][CH:28]=[CH:29][CH:30]=1. The yield is 0.500.